Task: Predict which catalyst facilitates the given reaction.. Dataset: Catalyst prediction with 721,799 reactions and 888 catalyst types from USPTO Reactant: [CH3:1][C:2]1[C:3]([N+:19]([O-:21])=[O:20])=[CH:4][C:5]([N+:16]([O-:18])=[O:17])=[C:6]([C:8]2[CH:13]=[CH:12][C:11]([CH2:14][OH:15])=[CH:10][CH:9]=2)[CH:7]=1.C[O:23][C:24](OC)(N(C)C)[CH3:25]. Product: [OH:15][CH2:14][C:11]1[CH:12]=[CH:13][C:8]([C:6]2[C:5]([N+:16]([O-:18])=[O:17])=[CH:4][C:3]([N+:19]([O-:21])=[O:20])=[C:2]([CH2:1][C:24](=[O:23])[CH3:25])[CH:7]=2)=[CH:9][CH:10]=1. The catalyst class is: 13.